From a dataset of Full USPTO retrosynthesis dataset with 1.9M reactions from patents (1976-2016). Predict the reactants needed to synthesize the given product. (1) The reactants are: [C:1]([O:5]O)([CH3:4])([CH3:3])C.[Br:7][C:8]1[C:17]2[C:16]([CH3:19])([CH3:18])[CH2:15]CCC=2[CH:11]=[C:10]([CH:20]([O:22][C:23](=[O:25])[CH3:24])[CH3:21])[C:9]=1[O:26][CH3:27]. Given the product [Br:7][C:8]1[C:17]2[C:16]([CH3:18])([CH3:19])[CH2:15][CH2:4][C:1](=[O:5])[C:3]=2[CH:11]=[C:10]([CH:20]([O:22][C:23](=[O:25])[CH3:24])[CH3:21])[C:9]=1[O:26][CH3:27], predict the reactants needed to synthesize it. (2) Given the product [C:1]([CH:3]1[CH2:6][CH:5]([CH2:7][O:8][CH3:9])[CH2:4]1)#[CH:2], predict the reactants needed to synthesize it. The reactants are: [C:1]([CH:3]1[CH2:6][CH:5]([CH2:7][OH:8])[CH2:4]1)#[CH:2].[CH3:9]I.[H-].[Na+]. (3) Given the product [CH:1]([C:4]1[CH:28]=[CH:27][C:7]([O:8][C:9]([CH3:26])([CH2:15][C:16]2[CH:17]=[CH:18][C:19]([O:22][CH2:23][CH2:24][O:25][S:30]([CH3:29])(=[O:32])=[O:31])=[CH:20][CH:21]=2)[C:10]([O:12][CH2:13][CH3:14])=[O:11])=[CH:6][CH:5]=1)([CH3:2])[CH3:3], predict the reactants needed to synthesize it. The reactants are: [CH:1]([C:4]1[CH:28]=[CH:27][C:7]([O:8][C:9]([CH3:26])([CH2:15][C:16]2[CH:21]=[CH:20][C:19]([O:22][CH2:23][CH2:24][OH:25])=[CH:18][CH:17]=2)[C:10]([O:12][CH2:13][CH3:14])=[O:11])=[CH:6][CH:5]=1)([CH3:3])[CH3:2].[CH3:29][S:30](Cl)(=[O:32])=[O:31]. (4) Given the product [Cl:1][C:2]1[C:7]([NH:8][C:14]([CH:10]2[CH2:13][CH2:12][CH2:11]2)=[O:15])=[C:6]([Cl:9])[N:5]=[CH:4][N:3]=1, predict the reactants needed to synthesize it. The reactants are: [Cl:1][C:2]1[C:7]([NH2:8])=[C:6]([Cl:9])[N:5]=[CH:4][N:3]=1.[CH:10]1([C:14](Cl)=[O:15])[CH2:13][CH2:12][CH2:11]1. (5) Given the product [CH3:7][O:8][C:9]([C:10]1[CH:15]=[C:14]([C:33]2[CH:38]=[CH:37][CH:36]=[CH:35][CH:34]=2)[CH:13]=[C:12]([O:24][CH2:25][C:26]2[CH:31]=[CH:30][CH:29]=[CH:28][CH:27]=2)[CH:11]=1)=[O:32], predict the reactants needed to synthesize it. The reactants are: C1COCC1.O.[CH3:7][O:8][C:9](=[O:32])[C:10]1[CH:15]=[C:14](OS(C(F)(F)F)(=O)=O)[CH:13]=[C:12]([O:24][CH2:25][C:26]2[CH:31]=[CH:30][CH:29]=[CH:28][CH:27]=2)[CH:11]=1.[C:33]1(B(O)O)[CH:38]=[CH:37][CH:36]=[CH:35][CH:34]=1.C(=O)([O-])[O-].[K+].[K+]. (6) Given the product [CH:37]([N:36]1[C:32]([C:30]2[N:31]=[C:22]3[C:21]4[CH:20]=[CH:19][C:18]([NH:7][CH3:6])=[N:28][C:27]=4[O:26][CH2:25][CH2:24][N:23]3[CH:29]=2)=[N:33][CH:34]=[N:35]1)([CH3:39])[CH3:38], predict the reactants needed to synthesize it. The reactants are: ClC1C=CC2[C:6]3[N:7](C=C(I)N=3)CCOC=2N=1.Cl[C:18]1[CH:19]=[CH:20][C:21]2[C:22]3[N:23]([CH:29]=[C:30]([C:32]4[N:36]([CH:37]([CH3:39])[CH3:38])[N:35]=[CH:34][N:33]=4)[N:31]=3)[CH2:24][CH2:25][O:26][C:27]=2[N:28]=1.[Cl-].C[NH3+].C(N(CC)C(C)C)(C)C. (7) Given the product [C:25]([N:28]1[CH2:32][CH2:31][N:30]([C:2]2[CH:7]=[CH:6][C:5]([C:8]([N:10]3[CH2:15][CH2:14][N:13]([C:16]4[C:21]([CH3:22])=[CH:20][C:19]([CH3:23])=[CH:18][N:17]=4)[CH2:12][CH2:11]3)=[O:9])=[C:4]([CH3:24])[CH:3]=2)[C:29]1=[O:33])(=[O:27])[CH3:26], predict the reactants needed to synthesize it. The reactants are: Br[C:2]1[CH:7]=[CH:6][C:5]([C:8]([N:10]2[CH2:15][CH2:14][N:13]([C:16]3[C:21]([CH3:22])=[CH:20][C:19]([CH3:23])=[CH:18][N:17]=3)[CH2:12][CH2:11]2)=[O:9])=[C:4]([CH3:24])[CH:3]=1.[C:25]([N:28]1[CH2:32][CH2:31][NH:30][C:29]1=[O:33])(=[O:27])[CH3:26]. (8) Given the product [N:12]1([C:10]([NH2:9])=[O:11])[CH2:17][CH2:16][NH:15][CH2:14][CH2:13]1, predict the reactants needed to synthesize it. The reactants are: ClC1C=C([NH:9][C:10]([N:12]2[CH2:17][CH2:16][N:15](C[C@@H]3CCCNC3)[CH2:14][CH2:13]2)=[O:11])C=CC=1Cl.COCCOC1C=CC(C=O)=CN=1.C(O[BH-](OC(=O)C)OC(=O)C)(=O)C.[Na+].